From a dataset of Forward reaction prediction with 1.9M reactions from USPTO patents (1976-2016). Predict the product of the given reaction. (1) Given the reactants [Br:1][C:2]1[C:3]([CH3:33])=[C:4]([CH2:17][CH:18]([N+:30]([O-:32])=[O:31])[C:19]([CH3:29])([CH3:28])[CH2:20][C:21](=[O:27])[CH:22]([O:25][CH3:26])[O:23][CH3:24])[N:5](S(C2C=CC(C)=CC=2)(=O)=O)[CH:6]=1.CCCC[N+](CCCC)(CCCC)CCCC.[F-].C([O-])(O)=O.[Na+], predict the reaction product. The product is: [Br:1][C:2]1[C:3]([CH3:33])=[C:4]([CH2:17][CH:18]([N+:30]([O-:32])=[O:31])[C:19]([CH3:29])([CH3:28])[CH2:20][C:21](=[O:27])[CH:22]([O:25][CH3:26])[O:23][CH3:24])[NH:5][CH:6]=1. (2) Given the reactants FC(F)(F)S(O[C:7]1[CH:16]=[CH:15][C:14]2[C@H:13]([NH:17][C:18](=[O:37])[CH2:19][CH:20]3[C:25](=[O:26])[NH:24][CH2:23][CH2:22][N:21]3[S:27]([C:30]3[CH:36]=[CH:35][C:33]([CH3:34])=[CH:32][CH:31]=3)(=[O:29])=[O:28])[CH2:12][CH2:11][CH2:10][C:9]=2[CH:8]=1)(=O)=O.B(O)(O)[C:41]1[CH:46]=[CH:45][CH:44]=[C:43]([C:47]([NH2:49])=[O:48])[CH:42]=1.C1(C)C=CC=CC=1.C([O-])(O)=O.[Na+], predict the reaction product. The product is: [O:26]=[C:25]1[NH:24][CH2:23][CH2:22][N:21]([S:27]([C:30]2[CH:36]=[CH:35][C:33]([CH3:34])=[CH:32][CH:31]=2)(=[O:29])=[O:28])[CH:20]1[CH2:19][C:18]([NH:17][C@@H:13]1[CH2:12][CH2:11][CH2:10][C:9]2[CH:8]=[C:7]([C:41]3[CH:42]=[C:43]([CH:44]=[CH:45][CH:46]=3)[C:47]([NH2:49])=[O:48])[CH:16]=[CH:15][C:14]1=2)=[O:37]. (3) Given the reactants Br[C:2]1[CH:11]=[CH:10][CH:9]=[C:8]2[C:3]=1[CH2:4][CH2:5][CH2:6][N:7]2[C:12](=[O:25])[CH2:13][CH2:14][CH2:15][O:16][C:17]1[CH:22]=[CH:21][CH:20]=[C:19]([CH3:23])[C:18]=1[CH3:24].[OH:26][CH2:27][C:28]1[CH:33]=[CH:32][C:31](B(O)O)=[CH:30][CH:29]=1.C(=O)([O-])[O-].[K+].[K+].O, predict the reaction product. The product is: [CH3:24][C:18]1[C:19]([CH3:23])=[CH:20][CH:21]=[CH:22][C:17]=1[O:16][CH2:15][CH2:14][CH2:13][C:12]([N:7]1[C:8]2[C:3](=[C:2]([C:31]3[CH:32]=[CH:33][C:28]([CH2:27][OH:26])=[CH:29][CH:30]=3)[CH:11]=[CH:10][CH:9]=2)[CH2:4][CH2:5][CH2:6]1)=[O:25]. (4) Given the reactants [CH2:1]([O:8][C:9](=[O:18])[CH:10]([C:12]1[CH:17]=[CH:16][CH:15]=[CH:14][CH:13]=1)[CH3:11])[C:2]1[CH:7]=[CH:6][CH:5]=[CH:4][CH:3]=1.Br[CH2:20][CH:21]=[C:22]([CH3:24])[CH3:23].[I-].[Li+].C[Si](C)(C)[N-][Si](C)(C)C.[Li+], predict the reaction product. The product is: [CH3:11][C:10]([C:12]1[CH:17]=[CH:16][CH:15]=[CH:14][CH:13]=1)([CH2:20][CH:21]=[C:22]([CH3:24])[CH3:23])[C:9]([O:8][CH2:1][C:2]1[CH:3]=[CH:4][CH:5]=[CH:6][CH:7]=1)=[O:18].